The task is: Predict the product of the given reaction.. This data is from Forward reaction prediction with 1.9M reactions from USPTO patents (1976-2016). (1) Given the reactants [CH:1]1[C:14]2[C:15]3=[C:16]4[C:11](=[CH:12][CH:13]=2)[CH:10]=[CH:9][CH:8]=[C:7]4[CH:6]=[CH:5][C:4]3=[CH:3][CH:2]=1.[C:17](Cl)([CH3:20])([CH3:19])[CH3:18].[Cl-].[Al+3].[Cl-].[Cl-], predict the reaction product. The product is: [C:17]([C:8]1[C:7]2[C:16]3=[C:15]4[C:4](=[CH:5][CH:6]=2)[CH:3]=[CH:2][CH:1]=[C:14]4[CH:13]=[CH:12][C:11]3=[CH:10][CH:9]=1)([CH3:20])([CH3:19])[CH3:18]. (2) The product is: [Cl:1][C:2]1[CH:7]=[C:6]([Cl:8])[CH:5]=[CH:4][C:3]=1[CH2:9][N:10]1[C:11]([OH:31])=[C:12]([C:27]([NH:36][C:35]2[CH:37]=[CH:38][CH:39]=[CH:40][C:34]=2[CH2:32][CH3:33])=[O:28])[C:13]([OH:26])=[C:14]([C:17]([NH:19][CH2:20][C:21]([OH:23])=[O:22])=[O:18])[C:15]1=[O:16]. Given the reactants [Cl:1][C:2]1[CH:7]=[C:6]([Cl:8])[CH:5]=[CH:4][C:3]=1[CH2:9][N:10]1[C:15](=[O:16])[C:14]([C:17]([NH:19][CH2:20][C:21]([O:23]CC)=[O:22])=[O:18])=[C:13]([OH:26])[C:12]([C:27](OC)=[O:28])=[C:11]1[OH:31].[CH2:32]([C:34]1[CH:40]=[CH:39][CH:38]=[CH:37][C:35]=1[NH2:36])[CH3:33], predict the reaction product. (3) The product is: [C:39]([O:43][C:44](=[O:51])[C@H:45]([CH2:47][C:48](=[O:50])[NH2:49])[NH:46][C:1]([C:2]1[CH:11]=[CH:10][C:9]2[C:4](=[CH:5][CH:6]=[CH:7][CH:8]=2)[N:3]=1)=[O:13])([CH3:42])([CH3:40])[CH3:41]. Given the reactants [C:1]([OH:13])(=O)[C:2]1[CH:11]=[CH:10][C:9]2[C:4](=[CH:5][CH:6]=[CH:7][CH:8]=2)[N:3]=1.C1CCC(N=C=NC2CCCCC2)CC1.C1C=CC2N(O)N=NC=2C=1.[C:39]([O:43][C:44](=[O:51])[C@H:45]([CH2:47][C:48](=[O:50])[NH2:49])[NH2:46])([CH3:42])([CH3:41])[CH3:40], predict the reaction product. (4) Given the reactants [CH3:1][N:2]([C:6]1[CH:11]=[CH:10][C:9]([Sn](C)(C)C)=[CH:8][CH:7]=1)[CH2:3][CH2:4][OH:5].Cl[C:17]1[N:26]=[C:25]([NH:27][CH2:28][C@H:29]2[O:34][CH2:33][CH2:32][N:31]([C:35]([O:37][C:38]([CH3:41])([CH3:40])[CH3:39])=[O:36])[CH2:30]2)[C:24]2[C:19](=[N:20][CH:21]=[CH:22][N:23]=2)[CH:18]=1, predict the reaction product. The product is: [OH:5][CH2:4][CH2:3][N:2]([CH3:1])[C:6]1[CH:11]=[CH:10][C:9]([C:17]2[N:26]=[C:25]([NH:27][CH2:28][C@H:29]3[O:34][CH2:33][CH2:32][N:31]([C:35]([O:37][C:38]([CH3:41])([CH3:40])[CH3:39])=[O:36])[CH2:30]3)[C:24]3[C:19](=[N:20][CH:21]=[CH:22][N:23]=3)[CH:18]=2)=[CH:8][CH:7]=1. (5) Given the reactants [CH3:1][C:2]1[N:7]=[N:6][CH:5]=[C:4]([C:8]2[S:12][C:11]([C:13]([O:15]C(C)(C)C)=[O:14])=[N:10][CH:9]=2)[CH:3]=1.[C:20]([OH:26])([C:22]([F:25])([F:24])[F:23])=[O:21], predict the reaction product. The product is: [F:23][C:22]([F:25])([F:24])[C:20]([OH:26])=[O:21].[CH3:1][C:2]1[N:7]=[N:6][CH:5]=[C:4]([C:8]2[S:12][C:11]([C:13]([OH:15])=[O:14])=[N:10][CH:9]=2)[CH:3]=1. (6) Given the reactants [Cl:1][C:2]1[CH:3]=[C:4]([CH:10]=[CH:11][C:12]=1[Cl:13])[CH:5]=[CH:6][C:7]([OH:9])=[O:8].[C:14](=O)([O-])[O-].[Cs+].[Cs+].CI.O, predict the reaction product. The product is: [Cl:1][C:2]1[CH:3]=[C:4]([CH:10]=[CH:11][C:12]=1[Cl:13])[CH:5]=[CH:6][C:7]([O:9][CH3:14])=[O:8]. (7) The product is: [C:34]([N:9]1[CH2:8][CH2:7][C:6]([CH2:12][S:13]([C:16]2[CH:17]=[CH:18][C:19]([O:22][CH2:23][C:24]#[C:25][CH3:26])=[CH:20][CH:21]=2)(=[O:15])=[O:14])([C:4]([O:3][CH2:1][CH3:2])=[O:5])[CH2:11][CH2:10]1)(=[O:36])[CH3:35]. Given the reactants [CH2:1]([O:3][C:4]([C:6]1([CH2:12][S:13]([C:16]2[CH:21]=[CH:20][C:19]([O:22][CH2:23][C:24]#[C:25][CH3:26])=[CH:18][CH:17]=2)(=[O:15])=[O:14])[CH2:11][CH2:10][NH:9][CH2:8][CH2:7]1)=[O:5])[CH3:2].C(N(CC)CC)C.[C:34](Cl)(=[O:36])[CH3:35], predict the reaction product. (8) Given the reactants O[CH2:2][C:3]1[CH:4]=[C:5]([CH:8]=[C:9]([C:11]([F:14])([F:13])[F:12])[CH:10]=1)[C:6]#[N:7].C1(P(C2C=CC=CC=2)C2C=CC=CC=2)C=CC=CC=1.[Br:34]N1C(=O)CCC1=O, predict the reaction product. The product is: [Br:34][CH2:2][C:3]1[CH:4]=[C:5]([CH:8]=[C:9]([C:11]([F:14])([F:13])[F:12])[CH:10]=1)[C:6]#[N:7]. (9) Given the reactants [C:1]([C:4]1[S:5][C:6]([S:14][CH3:15])=[C:7]2[C:12](=[O:13])[CH2:11][CH2:10][CH2:9][C:8]=12)(=[O:3])[CH3:2].CO[CH:18](OC)[N:19]([CH3:21])[CH3:20].N1CC[CH2:26][CH2:25]1, predict the reaction product. The product is: [CH3:15][S:14][C:6]1[S:5][C:4]([C:1](=[O:3])/[CH:2]=[CH:21]/[N:19]2[CH2:18][CH2:26][CH2:25][CH2:20]2)=[C:8]2[CH2:9][CH2:10][CH2:11][C:12](=[O:13])[C:7]=12. (10) Given the reactants Cl[C:2]1[C:11]2[C:6](=[CH:7][CH:8]=[C:9]3[S:14](=[O:16])(=[O:15])[CH2:13][CH2:12][C:10]3=2)[N:5]=[CH:4][C:3]=1[C:17]([O:19][CH2:20][CH3:21])=[O:18].[CH2:22]([NH2:29])[C:23]1[CH:28]=[CH:27][CH:26]=[CH:25][CH:24]=1, predict the reaction product. The product is: [CH2:22]([NH:29][C:2]1[C:11]2[C:6](=[CH:7][CH:8]=[C:9]3[S:14](=[O:16])(=[O:15])[CH2:13][CH2:12][C:10]3=2)[N:5]=[CH:4][C:3]=1[C:17]([O:19][CH2:20][CH3:21])=[O:18])[C:23]1[CH:28]=[CH:27][CH:26]=[CH:25][CH:24]=1.